From a dataset of Catalyst prediction with 721,799 reactions and 888 catalyst types from USPTO. Predict which catalyst facilitates the given reaction. (1) Reactant: C(N)=O.[NH2:4][CH2:5][CH2:6][C:7]1[CH:31]=[CH:30][C:10]([NH:11][CH:12]2[CH2:17][CH2:16][N:15]([C:18]([NH:20][CH2:21][C:22]3[CH:27]=[C:26]([F:28])[CH:25]=[C:24]([F:29])[CH:23]=3)=[O:19])[CH2:14][CH2:13]2)=[CH:9][CH:8]=1.C([Si]([O:49][C:50]1[CH:55]=[CH:54][C:53]([O:56][CH2:57][CH:58]2[CH2:60][O:59]2)=[CH:52][CH:51]=1)(C1C=CC=CC=1)C1C=CC=CC=1)(C)(C)C. Product: [F:29][C:24]1[CH:23]=[C:22]([CH:27]=[C:26]([F:28])[CH:25]=1)[CH2:21][NH:20][C:18]([N:15]1[CH2:16][CH2:17][CH:12]([NH:11][C:10]2[CH:9]=[CH:8][C:7]([CH2:6][CH2:5][NH:4][CH2:60][C@H:58]([OH:59])[CH2:57][O:56][C:53]3[CH:54]=[CH:55][C:50]([OH:49])=[CH:51][CH:52]=3)=[CH:31][CH:30]=2)[CH2:13][CH2:14]1)=[O:19]. The catalyst class is: 147. (2) Reactant: [CH2:1]([CH:8]1[CH2:12][C:11]2[C:13]([O:20][CH:21]([CH3:23])[CH3:22])=[CH:14][C:15]([C:17](O)=[O:18])=[CH:16][C:10]=2[O:9]1)[C:2]1[CH:7]=[CH:6][CH:5]=[CH:4][CH:3]=1.CCN(C(C)C)C(C)C.CN(C(O[N:41]1N=N[C:43]2[CH:44]=[CH:45][CH:46]=[N:47][C:42]1=2)=[N+](C)C)C.F[P-](F)(F)(F)(F)F.N1C=CC=CC=1N. Product: [N:47]1[CH:46]=[CH:45][CH:44]=[CH:43][C:42]=1[NH:41][C:17]([C:15]1[CH:14]=[C:13]([O:20][CH:21]([CH3:22])[CH3:23])[C:11]2[CH2:12][CH:8]([CH2:1][C:2]3[CH:3]=[CH:4][CH:5]=[CH:6][CH:7]=3)[O:9][C:10]=2[CH:16]=1)=[O:18]. The catalyst class is: 3. (3) Reactant: [I:1][C:2]1[C:11]([N+:12]([O-])=O)=[CH:10][C:5]([C:6]([O:8][CH3:9])=[O:7])=[C:4]([C:15]([F:18])([F:17])[F:16])[CH:3]=1.[I:19][C:20]1[CH:29]=[CH:28][C:23]([C:24]([O:26][CH3:27])=[O:25])=[C:22]([C:30]([F:33])([F:32])[F:31])[C:21]=1[N+:34]([O-])=O. Product: [NH2:12][C:11]1[C:2]([I:1])=[CH:3][C:4]([C:15]([F:16])([F:17])[F:18])=[C:5]([CH:10]=1)[C:6]([O:8][CH3:9])=[O:7].[NH2:34][C:21]1[C:22]([C:30]([F:33])([F:31])[F:32])=[C:23]([CH:28]=[CH:29][C:20]=1[I:19])[C:24]([O:26][CH3:27])=[O:25]. The catalyst class is: 180. (4) Reactant: [NH2:1][C:2]1[CH:3]=[C:4]([CH:8]=[CH:9][C:10]=1[CH3:11])[C:5]([OH:7])=[O:6].[CH:12]([O-:17])([O-])[O:13][CH2:14][CH3:15].[N+:18]([CH2:21][C:22](OCC)=O)([O-])=O.[C:27](O)(=O)C. Product: [CH2:14]([O:13][C:12]([C:21]1[N:18]=[CH:27][N:1]([C:2]2[CH:3]=[C:4]([C:5]([OH:7])=[O:6])[CH:8]=[CH:9][C:10]=2[CH3:11])[CH:22]=1)=[O:17])[CH3:15]. The catalyst class is: 292.